This data is from Forward reaction prediction with 1.9M reactions from USPTO patents (1976-2016). The task is: Predict the product of the given reaction. (1) Given the reactants [F:1][C:2]1[CH:11]=[CH:10][CH:9]=[C:8]2[C:3]=1[CH:4]=[CH:5][CH:6]=[N:7]2.[Cl:12][S:13](O)(=[O:15])=[O:14], predict the reaction product. The product is: [F:1][C:2]1[CH:11]=[CH:10][C:9]([S:13]([Cl:12])(=[O:15])=[O:14])=[C:8]2[C:3]=1[CH:4]=[CH:5][CH:6]=[N:7]2. (2) Given the reactants [F:1][C:2]1[CH:7]=[C:6]([F:8])[C:5]([C:9]2[CH:10]=[N:11][C:12]([O:15][CH3:16])=[N:13][CH:14]=2)=[CH:4][C:3]=1[C@:17]1([CH3:29])[C:23]([F:25])([F:24])[C:22]([CH3:27])([CH3:26])[O:21][CH2:20][C:19](=O)[NH:18]1.COC1C=CC(P2(SP(C3C=CC(OC)=CC=3)(=S)S2)=[S:39])=CC=1, predict the reaction product. The product is: [F:1][C:2]1[CH:7]=[C:6]([F:8])[C:5]([C:9]2[CH:10]=[N:11][C:12]([O:15][CH3:16])=[N:13][CH:14]=2)=[CH:4][C:3]=1[C@:17]1([CH3:29])[C:23]([F:25])([F:24])[C:22]([CH3:27])([CH3:26])[O:21][CH2:20][C:19](=[S:39])[NH:18]1. (3) Given the reactants C([Si](C)(C)[O:6][C:7]([C:42]([F:45])([F:44])[F:43])([C:38]([F:41])([F:40])[F:39])/[CH:8]=[CH:9]/[C:10]1[CH:15]=[CH:14][C:13]([C:16]([C:21]2[CH:26]=[CH:25][C:24](B3OC(C)(C)C(C)(C)O3)=[C:23]([CH3:36])[CH:22]=2)([CH2:19][CH3:20])[CH2:17][CH3:18])=[CH:12][C:11]=1[CH3:37])(C)(C)C.[CH2:48]([O:50][C:51](=[O:60])[CH2:52][C:53]1[CH:54]=[N:55][C:56](Br)=[N:57][CH:58]=1)[CH3:49].P([O-])([O-])([O-])=O.[K+].[K+].[K+], predict the reaction product. The product is: [CH2:48]([O:50][C:51](=[O:60])[CH2:52][C:53]1[CH:54]=[N:55][C:56]([C:24]2[CH:25]=[CH:26][C:21]([C:16]([CH2:19][CH3:20])([C:13]3[CH:14]=[CH:15][C:10](/[CH:9]=[CH:8]/[C:7]([OH:6])([C:42]([F:44])([F:45])[F:43])[C:38]([F:41])([F:40])[F:39])=[C:11]([CH3:37])[CH:12]=3)[CH2:17][CH3:18])=[CH:22][C:23]=2[CH3:36])=[N:57][CH:58]=1)[CH3:49]. (4) Given the reactants CC(C)([O-])C.[K+].[C:7]([O:11][C:12](=[O:22])[CH2:13]P(OCC)(OCC)=O)([CH3:10])([CH3:9])[CH3:8].O=[C:24]1[CH2:27][N:26]([C:28]([O:30][C:31]([CH3:34])([CH3:33])[CH3:32])=[O:29])[CH2:25]1, predict the reaction product. The product is: [C:7]([O:11][C:12](=[O:22])[CH:13]=[C:24]1[CH2:25][N:26]([C:28]([O:30][C:31]([CH3:34])([CH3:33])[CH3:32])=[O:29])[CH2:27]1)([CH3:8])([CH3:9])[CH3:10]. (5) Given the reactants [Br:1][C:2]1[CH:7]=[CH:6][C:5]([CH:8]=[CH2:9])=[CH:4][CH:3]=1.[BH4-].[Na+].B(F)(F)F.CC[O:18]CC.BrC1C=CC(C(O)C)=CC=1, predict the reaction product. The product is: [Br:1][C:2]1[CH:7]=[CH:6][C:5]([CH2:8][CH2:9][OH:18])=[CH:4][CH:3]=1. (6) Given the reactants [Br:1][C:2]1[N:7]=[C:6]([CH:8]=O)[CH:5]=[CH:4][CH:3]=1.Cl.[CH:11]1([NH:16][C:17](=[O:20])[CH2:18][NH2:19])[CH2:15][CH2:14][CH2:13][CH2:12]1, predict the reaction product. The product is: [Br:1][C:2]1[N:7]=[C:6]([CH2:8][NH:19][CH2:18][C:17]([NH:16][CH:11]2[CH2:15][CH2:14][CH2:13][CH2:12]2)=[O:20])[CH:5]=[CH:4][CH:3]=1. (7) Given the reactants [CH2:1]([N:3]([CH2:12][CH3:13])[C:4]([CH:6]1[CH2:11][CH2:10][CH2:9][NH:8][CH2:7]1)=[O:5])[CH3:2].C(N(CC)C(C)C)(C)C.Cl[C:24]1[N:29]=[C:28]([O:30][C:31]2[CH:57]=[CH:56][CH:55]=[CH:54][C:32]=2[CH2:33][NH:34][C:35]([NH:37][C:38]2[N:42]([C:43]3[CH:48]=[CH:47][C:46]([CH3:49])=[CH:45][CH:44]=3)[N:41]=[C:40]([C:50]([CH3:53])([CH3:52])[CH3:51])[CH:39]=2)=[O:36])[CH:27]=[CH:26][N:25]=1.C(=O)(O)[O-].[Na+], predict the reaction product. The product is: [CH2:12]([N:3]([CH2:1][CH3:2])[C:4]([CH:6]1[CH2:11][CH2:10][CH2:9][N:8]([C:24]2[N:29]=[C:28]([O:30][C:31]3[CH:57]=[CH:56][CH:55]=[CH:54][C:32]=3[CH2:33][NH:34][C:35]([NH:37][C:38]3[N:42]([C:43]4[CH:48]=[CH:47][C:46]([CH3:49])=[CH:45][CH:44]=4)[N:41]=[C:40]([C:50]([CH3:52])([CH3:53])[CH3:51])[CH:39]=3)=[O:36])[CH:27]=[CH:26][N:25]=2)[CH2:7]1)=[O:5])[CH3:13].